From a dataset of Reaction yield outcomes from USPTO patents with 853,638 reactions. Predict the reaction yield, written as a fraction of the theoretical maximum amount of product (1.0 means a 100% yield; for example, 0.34 means a 34% yield). (1) The reactants are [C:1]([C:5]1[CH:9]=[C:8]([C:10]([O:12][CH2:13][CH3:14])=[O:11])[N:7]([C:15]2[CH:16]=[C:17]3[C:22](=[CH:23][CH:24]=2)[N:21]=[C:20](OS(C(F)(F)F)(=O)=O)[CH:19]=[CH:18]3)[N:6]=1)([CH3:4])([CH3:3])[CH3:2].CN.Cl.C[CH2:37][N:38](CC)CC.CN(C=O)C. The catalyst is [Cl-].[Na+].O. The product is [C:1]([C:5]1[CH:9]=[C:8]([C:10]([O:12][CH2:13][CH3:14])=[O:11])[N:7]([C:15]2[CH:16]=[C:17]3[C:22](=[CH:23][CH:24]=2)[N:21]=[C:20]([NH:38][CH3:37])[CH:19]=[CH:18]3)[N:6]=1)([CH3:2])([CH3:4])[CH3:3]. The yield is 0.850. (2) The reactants are [OH:1][C:2]1[CH:9]=[CH:8][CH:7]=[CH:6][C:3]=1[CH2:4]O.[P:10]([O:17]CC)([O:14][CH2:15][CH3:16])[O:11][CH2:12][CH3:13]. The catalyst is CC1C=CC=CC=1C. The product is [OH:1][C:2]1[CH:9]=[CH:8][CH:7]=[CH:6][C:3]=1[CH2:4][P:10](=[O:17])([O:14][CH2:15][CH3:16])[O:11][CH2:12][CH3:13]. The yield is 0.900.